From a dataset of Forward reaction prediction with 1.9M reactions from USPTO patents (1976-2016). Predict the product of the given reaction. Given the reactants O[CH2:2][C:3]1[C:4]([C:9]2[CH:10]=[N:11][CH:12]=[CH:13][CH:14]=2)=[N:5][CH:6]=[CH:7][CH:8]=1.Cl.O1CCOCC1, predict the reaction product. The product is: [CH3:2][C:3]1[C:4]([C:9]2[CH:10]=[N:11][CH:12]=[CH:13][CH:14]=2)=[N:5][CH:6]=[CH:7][CH:8]=1.